From a dataset of NCI-60 drug combinations with 297,098 pairs across 59 cell lines. Regression. Given two drug SMILES strings and cell line genomic features, predict the synergy score measuring deviation from expected non-interaction effect. (1) Drug 1: C1=CC(=CC=C1CCC2=CNC3=C2C(=O)NC(=N3)N)C(=O)NC(CCC(=O)O)C(=O)O. Drug 2: C1CN1P(=S)(N2CC2)N3CC3. Cell line: HS 578T. Synergy scores: CSS=18.1, Synergy_ZIP=-6.83, Synergy_Bliss=-3.11, Synergy_Loewe=-0.425, Synergy_HSA=-0.130. (2) Drug 1: C1=C(C(=O)NC(=O)N1)F. Drug 2: CCCCCOC(=O)NC1=NC(=O)N(C=C1F)C2C(C(C(O2)C)O)O. Cell line: OVCAR-4. Synergy scores: CSS=38.7, Synergy_ZIP=-2.67, Synergy_Bliss=-5.93, Synergy_Loewe=-17.3, Synergy_HSA=-5.62. (3) Synergy scores: CSS=15.6, Synergy_ZIP=-0.369, Synergy_Bliss=0.434, Synergy_Loewe=1.18, Synergy_HSA=1.32. Drug 1: COC1=C(C=C2C(=C1)N=CN=C2NC3=CC(=C(C=C3)F)Cl)OCCCN4CCOCC4. Drug 2: CC(C)(C#N)C1=CC(=CC(=C1)CN2C=NC=N2)C(C)(C)C#N. Cell line: T-47D. (4) Drug 1: C1=NC2=C(N=C(N=C2N1C3C(C(C(O3)CO)O)O)F)N. Drug 2: CN(CCCl)CCCl.Cl. Cell line: SK-OV-3. Synergy scores: CSS=18.2, Synergy_ZIP=-7.51, Synergy_Bliss=-6.25, Synergy_Loewe=-2.32, Synergy_HSA=-1.44. (5) Synergy scores: CSS=3.71, Synergy_ZIP=-0.0611, Synergy_Bliss=1.43, Synergy_Loewe=1.47, Synergy_HSA=0.624. Drug 2: B(C(CC(C)C)NC(=O)C(CC1=CC=CC=C1)NC(=O)C2=NC=CN=C2)(O)O. Drug 1: CC(C1=C(C=CC(=C1Cl)F)Cl)OC2=C(N=CC(=C2)C3=CN(N=C3)C4CCNCC4)N. Cell line: IGROV1. (6) Drug 1: CC1C(C(=O)NC(C(=O)N2CCCC2C(=O)N(CC(=O)N(C(C(=O)O1)C(C)C)C)C)C(C)C)NC(=O)C3=C4C(=C(C=C3)C)OC5=C(C(=O)C(=C(C5=N4)C(=O)NC6C(OC(=O)C(N(C(=O)CN(C(=O)C7CCCN7C(=O)C(NC6=O)C(C)C)C)C)C(C)C)C)N)C. Drug 2: C1=CC=C(C(=C1)C(C2=CC=C(C=C2)Cl)C(Cl)Cl)Cl. Cell line: OVCAR-4. Synergy scores: CSS=11.1, Synergy_ZIP=-3.48, Synergy_Bliss=2.64, Synergy_Loewe=-16.1, Synergy_HSA=-2.10.